This data is from Forward reaction prediction with 1.9M reactions from USPTO patents (1976-2016). The task is: Predict the product of the given reaction. (1) Given the reactants [C:1]([C:4]1[S:5][C:6]([Cl:9])=[CH:7][CH:8]=1)(=O)[CH3:2].CO[C:12](OC)([N:14](C)C)[CH3:13].O.[NH2:20]N, predict the reaction product. The product is: [Cl:9][C:6]1[S:5][C:4]([C:1]2[CH:2]=[C:12]([CH3:13])[NH:14][N:20]=2)=[CH:8][CH:7]=1. (2) Given the reactants [NH2:1][CH2:2][C:3]([NH:5][C:6]1[CH:11]=[CH:10][C:9]([O:12][CH2:13][C:14]2[CH:19]=[CH:18][C:17]([F:20])=[CH:16][CH:15]=2)=[CH:8][C:7]=1[F:21])=[O:4].Cl.[C:23](Cl)(=[O:25])[CH3:24].C(N(CC)CC)C, predict the reaction product. The product is: [C:23]([NH:1][CH2:2][C:3]([NH:5][C:6]1[CH:11]=[CH:10][C:9]([O:12][CH2:13][C:14]2[CH:15]=[CH:16][C:17]([F:20])=[CH:18][CH:19]=2)=[CH:8][C:7]=1[F:21])=[O:4])(=[O:25])[CH3:24]. (3) The product is: [F:18][C:17]([F:19])([F:20])[C:15]1[CH:16]=[C:11]([CH:12]=[C:13]([C:21]([F:22])([F:23])[F:24])[CH:14]=1)[C:10]([NH:9][CH2:8][C@H:5]1[CH2:4][CH2:3][C@H:2]([NH:1][CH2:27][CH2:28][NH:29][C:30](=[O:36])[O:31][C:32]([CH3:35])([CH3:34])[CH3:33])[CH2:7][CH2:6]1)=[O:25]. Given the reactants [NH2:1][C@H:2]1[CH2:7][CH2:6][C@H:5]([CH2:8][NH:9][C:10](=[O:25])[C:11]2[CH:16]=[C:15]([C:17]([F:20])([F:19])[F:18])[CH:14]=[C:13]([C:21]([F:24])([F:23])[F:22])[CH:12]=2)[CH2:4][CH2:3]1.O=[CH:27][CH2:28][NH:29][C:30](=[O:36])[O:31][C:32]([CH3:35])([CH3:34])[CH3:33].CC(O)=O.[BH-](OC(C)=O)(OC(C)=O)OC(C)=O.[Na+], predict the reaction product. (4) Given the reactants [Cl:1][C:2]1[C:11]2[C:10](=[O:12])[NH:9][CH2:8][CH2:7][C:6]=2[C:5]([C:13]([O:15]C)=[O:14])=[CH:4][C:3]=1[O:17][CH:18]([CH3:20])[CH3:19].[CH2:21]([O:28][C:29]1[C:34]([CH2:35]Cl)=[C:33]([CH3:37])[CH:32]=[C:31]([CH3:38])[N:30]=1)[C:22]1[CH:27]=[CH:26][CH:25]=[CH:24][CH:23]=1.C[Si]([N-][Si](C)(C)C)(C)C.[K+], predict the reaction product. The product is: [CH2:21]([O:28][C:29]1[C:34]([CH2:35][N:9]2[CH2:8][CH2:7][C:6]3[C:5]([C:13]([OH:15])=[O:14])=[CH:4][C:3]([O:17][CH:18]([CH3:20])[CH3:19])=[C:2]([Cl:1])[C:11]=3[C:10]2=[O:12])=[C:33]([CH3:37])[CH:32]=[C:31]([CH3:38])[N:30]=1)[C:22]1[CH:27]=[CH:26][CH:25]=[CH:24][CH:23]=1. (5) Given the reactants [F:1][C:2]1[CH:3]=[C:4]([SH:8])[CH:5]=[CH:6][CH:7]=1.[H-].[Na+].[N:11]1([C:17]([N:19]2[CH2:24][CH:23]([C:25]3[CH:30]=[CH:29][C:28]([C:31]([F:34])([F:33])[F:32])=[CH:27][CH:26]=3)[CH2:22][CH:21]([CH2:35]S([O-])(=O)=O)[CH2:20]2)=[O:18])[CH2:16][CH2:15][O:14][CH2:13][CH2:12]1.O, predict the reaction product. The product is: [F:1][C:2]1[CH:3]=[C:4]([S:8][CH2:35][CH:21]2[CH2:22][CH:23]([C:25]3[CH:30]=[CH:29][C:28]([C:31]([F:34])([F:33])[F:32])=[CH:27][CH:26]=3)[CH2:24][N:19]([C:17]([N:11]3[CH2:16][CH2:15][O:14][CH2:13][CH2:12]3)=[O:18])[CH2:20]2)[CH:5]=[CH:6][CH:7]=1. (6) The product is: [CH3:31][O:32][N:5]1[CH:4]=[CH:9][CH:8]=[C:7]([S:10]([C:13]2[NH:14][C:15]3[C:20]([CH:21]=2)=[CH:19][CH:18]=[CH:17][CH:16]=3)(=[O:11])=[O:12])[NH:6]1. Given the reactants [Na].CO[C:4]1[N:5]=[N:6][C:7]([S:10]([C:13]2[N:14](S(C3C=CC=CC=3)(=O)=O)[C:15]3[C:20]([CH:21]=2)=[CH:19][CH:18]=[CH:17][CH:16]=3)(=[O:12])=[O:11])=[CH:8][CH:9]=1.[CH3:31][OH:32], predict the reaction product. (7) Given the reactants [CH2:1]([O:3][C:4]1[CH:9]=[CH:8][C:7]([C:10]2[CH2:19][CH2:18][C:13]3([O:17][CH2:16][CH2:15][O:14]3)[CH2:12][CH:11]=2)=[C:6]([F:20])[C:5]=1[F:21])[CH3:2].C([OH:24])C.[OH-].[Na+].OO, predict the reaction product. The product is: [CH2:1]([O:3][C:4]1[CH:9]=[CH:8][C:7]([CH:10]2[CH2:19][CH2:18][C:13]3([O:14][CH2:15][CH2:16][O:17]3)[CH2:12][CH:11]2[OH:24])=[C:6]([F:20])[C:5]=1[F:21])[CH3:2]. (8) Given the reactants [C:1]([O:5][C:6](=[O:21])[NH:7][C:8]1[CH:13]=[C:12]([NH:14][CH2:15][CH:16]([CH3:18])[CH3:17])[C:11]([Cl:19])=[CH:10][C:9]=1[NH2:20])([CH3:4])([CH3:3])[CH3:2].C([O:26][C:27](=O)[CH2:28][C:29](=[O:49])[C:30]1[CH:35]=[CH:34][CH:33]=[C:32]([N:36]2[C:40]([CH2:41][O:42][CH:43]3[CH2:48][CH2:47][CH2:46][CH2:45][O:44]3)=[CH:39][N:38]=[N:37]2)[CH:31]=1)(C)(C)C, predict the reaction product. The product is: [C:1]([O:5][C:6](=[O:21])[NH:7][C:8]1[CH:13]=[C:12]([NH:14][CH2:15][CH:16]([CH3:17])[CH3:18])[C:11]([Cl:19])=[CH:10][C:9]=1[NH:20][C:27](=[O:26])[CH2:28][C:29](=[O:49])[C:30]1[CH:35]=[CH:34][CH:33]=[C:32]([N:36]2[C:40]([CH2:41][O:42][CH:43]3[CH2:48][CH2:47][CH2:46][CH2:45][O:44]3)=[CH:39][N:38]=[N:37]2)[CH:31]=1)([CH3:3])([CH3:2])[CH3:4]. (9) Given the reactants [Cl:1][C:2]1[CH:3]=[C:4]([NH:17][C:18]2[C:19]3[N:26]([CH2:27][CH2:28][CH2:29]Cl)[CH:25]=[CH:24][C:20]=3[N:21]=[CH:22][N:23]=2)[CH:5]=[CH:6][C:7]=1[O:8][CH2:9][C:10]1[CH:15]=[CH:14][CH:13]=[C:12]([F:16])[CH:11]=1.[CH3:31][NH:32][CH2:33][CH2:34][OH:35], predict the reaction product. The product is: [ClH:1].[ClH:1].[Cl:1][C:2]1[CH:3]=[C:4]([NH:17][C:18]2[C:19]3[N:26]([CH2:27][CH2:28][CH2:29][N:32]([CH3:31])[CH2:33][CH2:34][OH:35])[CH:25]=[CH:24][C:20]=3[N:21]=[CH:22][N:23]=2)[CH:5]=[CH:6][C:7]=1[O:8][CH2:9][C:10]1[CH:15]=[CH:14][CH:13]=[C:12]([F:16])[CH:11]=1.